From a dataset of Full USPTO retrosynthesis dataset with 1.9M reactions from patents (1976-2016). Predict the reactants needed to synthesize the given product. (1) Given the product [CH:1]([NH:4][C:5]([C:7]1[C:15]2[C:10](=[N:11][CH:12]=[C:13]([NH:16][C:17]3[CH:22]=[CH:21][C:20]([CH3:23])=[CH:19][N:18]=3)[N:14]=2)[NH:9][CH:8]=1)=[O:6])([CH3:3])[CH3:2], predict the reactants needed to synthesize it. The reactants are: [CH:1]([NH:4][C:5]([C:7]1[C:15]2[C:10](=[N:11][CH:12]=[C:13]([NH:16][C:17]3[CH:22]=[CH:21][C:20]([CH3:23])=[CH:19][N:18]=3)[N:14]=2)[N:9](COCC[Si](C)(C)C)[CH:8]=1)=[O:6])([CH3:3])[CH3:2].FC(F)(F)C(O)=O.CO.[OH-].[NH4+]. (2) Given the product [CH2:16]([O:15][C:13](=[O:14])[CH2:12][N:10]1[N:9]=[N:8][C:7]([C:4]2[S:3][C:2]([N:25]3[CH2:24][CH:23]4[CH2:19][N:20]([C:27]([O:29][C:30]([CH3:33])([CH3:32])[CH3:31])=[O:28])[CH2:21][CH:22]4[CH2:26]3)=[N:6][CH:5]=2)=[N:11]1)[CH3:17], predict the reactants needed to synthesize it. The reactants are: Br[C:2]1[S:3][C:4]([C:7]2[N:8]=[N:9][N:10]([CH2:12][C:13]([O:15][CH2:16][CH3:17])=[O:14])[N:11]=2)=[CH:5][N:6]=1.Cl.[CH2:19]1[CH:23]2[CH2:24][NH:25][CH2:26][CH:22]2[CH2:21][N:20]1[C:27]([O:29][C:30]([CH3:33])([CH3:32])[CH3:31])=[O:28].C1CCN2C(=NCCC2)CC1. (3) The reactants are: C[O-].[Na+].[C:4]([C:12]1[CH:17]=[CH:16][CH:15]=[CH:14][CH:13]=1)(=O)[C:5]1[CH:10]=[CH:9][CH:8]=[CH:7][CH:6]=1.[CH:18]1[CH2:22][CH:21]=[CH:20][CH:19]=1. Given the product [C:5]1([C:4]([C:12]2[CH:17]=[CH:16][CH:15]=[CH:14][CH:13]=2)=[C:21]2[CH:20]=[CH:19][CH:18]=[CH:22]2)[CH:10]=[CH:9][CH:8]=[CH:7][CH:6]=1, predict the reactants needed to synthesize it. (4) Given the product [CH3:13][C:12]([C:3]1[CH:4]=[C:5]([CH:10]=[CH:11][C:2]=1[O:1][S:25]([C:24]([F:37])([F:36])[F:23])(=[O:27])=[O:26])[C:6]([O:8][CH3:9])=[O:7])([CH:14]=[CH2:15])[CH3:16], predict the reactants needed to synthesize it. The reactants are: [OH:1][C:2]1[CH:11]=[CH:10][C:5]([C:6]([O:8][CH3:9])=[O:7])=[CH:4][C:3]=1[C:12]([CH3:16])([CH:14]=[CH2:15])[CH3:13].N1C=CC=CC=1.[F:23][C:24]([F:37])([F:36])[S:25](O[S:25]([C:24]([F:37])([F:36])[F:23])(=[O:27])=[O:26])(=[O:27])=[O:26]. (5) Given the product [CH3:27][N:13]([CH2:12][CH2:11][C@H:8]1[CH2:9][CH2:10][C@H:5](/[CH:4]=[CH:3]/[CH2:2][N:28]2[CH2:33][CH2:32][CH2:31][CH2:30][CH2:29]2)[CH2:6][CH2:7]1)[S:14]([C:17]1[CH:22]=[CH:21][C:20]([C:23]([F:26])([F:25])[F:24])=[CH:19][CH:18]=1)(=[O:16])=[O:15], predict the reactants needed to synthesize it. The reactants are: Cl[CH2:2]/[CH:3]=[CH:4]/[C@H:5]1[CH2:10][CH2:9][C@H:8]([CH2:11][CH2:12][N:13]([CH3:27])[S:14]([C:17]2[CH:22]=[CH:21][C:20]([C:23]([F:26])([F:25])[F:24])=[CH:19][CH:18]=2)(=[O:16])=[O:15])[CH2:7][CH2:6]1.[NH:28]1[CH2:33][CH2:32][CH2:31][CH2:30][CH2:29]1. (6) Given the product [ClH:1].[Cl:1][C:2]1[C:3]([N:16]2[CH2:21][CH2:20][CH2:19][C@@H:18]([NH:22][CH3:23])[CH2:17]2)=[C:4]2[C:10]([NH:11][C:12](=[O:15])[CH2:13][CH3:14])=[CH:9][NH:8][C:5]2=[N:6][CH:7]=1, predict the reactants needed to synthesize it. The reactants are: [Cl:1][C:2]1[C:3]([N:16]2[CH2:21][CH2:20][CH2:19][C@@H:18]([N:22](C)[C:23](=O)OC(C)(C)C)[CH2:17]2)=[C:4]2[C:10]([NH:11][C:12](=[O:15])[CH2:13][CH3:14])=[CH:9][NH:8][C:5]2=[N:6][CH:7]=1.C(O)(C(F)(F)F)=O. (7) Given the product [Si:15]([O:1][C@H:2]1[C:7]([CH3:9])([CH3:8])[CH2:6][CH2:5][C:4](=[O:10])[CH2:3]1)([C:11]([CH3:14])([CH3:13])[CH3:12])([CH3:17])[CH3:16], predict the reactants needed to synthesize it. The reactants are: [OH:1][C@H:2]1[C:7]([CH3:9])([CH3:8])[CH2:6][CH2:5][C:4](=[O:10])[CH2:3]1.[C:11]([Si:15](Cl)([CH3:17])[CH3:16])([CH3:14])([CH3:13])[CH3:12].N1C=CN=C1.